Predict the product of the given reaction. From a dataset of Forward reaction prediction with 1.9M reactions from USPTO patents (1976-2016). Given the reactants [F:1][C:2]1([F:59])[CH2:7][CH2:6][CH:5]([C:8]2[C:17]3[CH:16]([O:18]CC4C=CC(OC)=CC=4)[CH2:15][C:14]([CH3:29])([CH3:28])[CH2:13][C:12]=3[N:11]=[C:10]([CH:30]3[CH2:35][CH2:34][N:33]([C:36]4[N:41]=[CH:40][C:39]([CH2:42][O:43][CH:44]([CH3:46])[CH3:45])=[CH:38][N:37]=4)[CH2:32][CH2:31]3)[C:9]=2[CH:47]([F:58])[C:48]2[CH:53]=[CH:52][C:51]([C:54]([F:57])([F:56])[F:55])=[CH:50][CH:49]=2)[CH2:4][CH2:3]1.FC1(F)CCC(C2C3C(OCC4C=CC(OC)=CC=4)CC(C)(C)CC=3N=C(C3CCN(C4N=CC(COCC)=CN=4)CC3)C=2C(F)C2C=CC(C(F)(F)F)=CC=2)CC1, predict the reaction product. The product is: [F:59][C:2]1([F:1])[CH2:3][CH2:4][CH:5]([C:8]2[C:17]3[CH:16]([OH:18])[CH2:15][C:14]([CH3:29])([CH3:28])[CH2:13][C:12]=3[N:11]=[C:10]([CH:30]3[CH2:35][CH2:34][N:33]([C:36]4[N:41]=[CH:40][C:39]([CH2:42][O:43][CH:44]([CH3:45])[CH3:46])=[CH:38][N:37]=4)[CH2:32][CH2:31]3)[C:9]=2[CH:47]([F:58])[C:48]2[CH:49]=[CH:50][C:51]([C:54]([F:55])([F:57])[F:56])=[CH:52][CH:53]=2)[CH2:6][CH2:7]1.